Dataset: Forward reaction prediction with 1.9M reactions from USPTO patents (1976-2016). Task: Predict the product of the given reaction. (1) Given the reactants [C:1]([O:5][C:6]([C:8]1[C:13]([NH2:14])=[CH:12][CH:11]=[C:10]([CH3:15])[N+:9]=1[O-])=[O:7])([CH3:4])([CH3:3])[CH3:2].[N+:17]([C:20]1[CH:28]=[CH:27][C:23]([C:24](Cl)=[O:25])=[CH:22][CH:21]=1)([O-:19])=[O:18].C(N(CC)CC)C.[Cl:36]C(Cl)(OC(=O)OC(Cl)(Cl)Cl)Cl.O.C(=O)(O)[O-].[Na+], predict the reaction product. The product is: [C:1]([O:5][C:6]([C:8]1([C:24](=[O:25])[C:23]2[CH:22]=[CH:21][C:20]([N+:17]([O-:19])=[O:18])=[CH:28][CH:27]=2)[C:13]([NH2:14])=[CH:12][CH:11]=[C:10]([CH2:15][Cl:36])[NH:9]1)=[O:7])([CH3:4])([CH3:3])[CH3:2]. (2) Given the reactants [Cl:1][C:2]1[CH:7]=[CH:6][C:5]([CH:8]([C:20]2[CH:28]=[CH:27][C:23]([C:24]([OH:26])=O)=[CH:22][CH:21]=2)[CH2:9][C:10]([C:12]2[CH:17]=[CH:16][C:15](=[O:18])[N:14]([CH3:19])[CH:13]=2)=[O:11])=[C:4]([F:29])[CH:3]=1.[CH2:30]([CH2:32][NH2:33])[OH:31].F[P-](F)(F)(F)(F)F.N1(O[P+](N(C)C)(N(C)C)N(C)C)C2C=CC=CC=2N=N1, predict the reaction product. The product is: [Cl:1][C:2]1[CH:7]=[CH:6][C:5]([CH:8]([C:20]2[CH:28]=[CH:27][C:23]([C:24]([NH:33][CH2:32][CH2:30][OH:31])=[O:26])=[CH:22][CH:21]=2)[CH2:9][C:10]([C:12]2[CH:17]=[CH:16][C:15](=[O:18])[N:14]([CH3:19])[CH:13]=2)=[O:11])=[C:4]([F:29])[CH:3]=1. (3) Given the reactants [CH3:1][C@@H:2]([NH2:6])[CH:3]([CH3:5])[CH3:4].Cl[C:8]1[C:13]([C:14]([O:16][CH2:17][CH3:18])=[O:15])=[CH:12][N:11]=[C:10]2[N:19]([CH2:22][CH3:23])[N:20]=[CH:21][C:9]=12.CCN(C(C)C)C(C)C, predict the reaction product. The product is: [CH3:1][C@@H:2]([NH:6][C:8]1[C:13]([C:14]([O:16][CH2:17][CH3:18])=[O:15])=[CH:12][N:11]=[C:10]2[N:19]([CH2:22][CH3:23])[N:20]=[CH:21][C:9]=12)[CH:3]([CH3:5])[CH3:4]. (4) Given the reactants [C:1]([O:5][C:6]([NH:8][CH2:9][CH2:10][N:11]([C:25]([O:27][C:28]([CH3:31])([CH3:30])[CH3:29])=[O:26])[CH2:12][CH2:13][N:14]([C:18]([O:20][C:21]([CH3:24])([CH3:23])[CH3:22])=[O:19])[CH2:15][CH2:16][NH2:17])=[O:7])([CH3:4])([CH3:3])[CH3:2].[NH:32]([C:48]([O:50][C:51]([CH3:54])([CH3:53])[CH3:52])=[O:49])[C@H:33]([C:41]([NH:43][CH2:44][C:45](O)=[O:46])=[O:42])[CH2:34][C:35]1[CH:40]=[CH:39][CH:38]=[CH:37][CH:36]=1.C1CN([P+](ON2N=NC3C=CC=CC2=3)(N2CCCC2)N2CCCC2)CC1.F[P-](F)(F)(F)(F)F.C(N(C(C)C)CC)(C)C, predict the reaction product. The product is: [C:51]([O:50][C:48]([NH:32][C@H:33]([C:41]([NH:43][CH2:44][C:45]([NH:17][CH2:16][CH2:15][N:14]([C:18]([O:20][C:21]([CH3:22])([CH3:24])[CH3:23])=[O:19])[CH2:13][CH2:12][N:11]([C:25]([O:27][C:28]([CH3:31])([CH3:30])[CH3:29])=[O:26])[CH2:10][CH2:9][NH:8][C:6]([O:5][C:1]([CH3:4])([CH3:2])[CH3:3])=[O:7])=[O:46])=[O:42])[CH2:34][C:35]1[CH:40]=[CH:39][CH:38]=[CH:37][CH:36]=1)=[O:49])([CH3:53])([CH3:52])[CH3:54]. (5) The product is: [O:13]=[C:11]1[CH2:12][N:8]([C:6]([O:5][C:1]([CH3:4])([CH3:2])[CH3:3])=[O:7])[C@H:9]([C:14]([O:16][CH3:19])=[O:15])[CH2:10]1. Given the reactants [C:1]([O:5][C:6]([N:8]1[CH2:12][C:11](=[O:13])[CH2:10][C@H:9]1[C:14]([OH:16])=[O:15])=[O:7])([CH3:4])([CH3:3])[CH3:2].CO.[CH3:19][Si](C=[N+]=[N-])(C)C, predict the reaction product.